Dataset: Full USPTO retrosynthesis dataset with 1.9M reactions from patents (1976-2016). Task: Predict the reactants needed to synthesize the given product. (1) Given the product [NH2:36][C:25]1[N:24]=[C:23]([N:19]2[CH:18]([CH3:37])[CH2:17][C:16]3[C:21](=[CH:22][C:13]([C:11]4[CH:10]=[N:9][N:8]([CH2:7][C:6]([N:41]([CH3:42])[CH3:40])=[O:5])[CH:12]=4)=[CH:14][CH:15]=3)[CH2:20]2)[CH:28]=[C:27]([N:29]2[CH2:34][CH2:33][N:32]([CH3:35])[CH2:31][CH2:30]2)[N:26]=1, predict the reactants needed to synthesize it. The reactants are: C([O:5][C:6](=O)[CH2:7][N:8]1[CH:12]=[C:11]([C:13]2[CH:22]=[C:21]3[C:16]([CH2:17][CH:18]([CH3:37])[N:19]([C:23]4[CH:28]=[C:27]([N:29]5[CH2:34][CH2:33][N:32]([CH3:35])[CH2:31][CH2:30]5)[N:26]=[C:25]([NH2:36])[N:24]=4)[CH2:20]3)=[CH:15][CH:14]=2)[CH:10]=[N:9]1)(C)(C)C.Cl.[CH3:40][NH:41][CH3:42]. (2) Given the product [F:21][C:22]1[CH:27]=[C:26]([F:28])[CH:25]=[CH:24][C:23]=1[C:2]1[N:7]=[C:6]([N:8]2[CH2:13][CH2:12][N:11]([C:14]([O:16][C:17]([CH3:20])([CH3:19])[CH3:18])=[O:15])[CH2:10][CH2:9]2)[CH:5]=[CH:4][N:3]=1, predict the reactants needed to synthesize it. The reactants are: Cl[C:2]1[N:7]=[C:6]([N:8]2[CH2:13][CH2:12][N:11]([C:14]([O:16][C:17]([CH3:20])([CH3:19])[CH3:18])=[O:15])[CH2:10][CH2:9]2)[CH:5]=[CH:4][N:3]=1.[F:21][C:22]1[CH:27]=[C:26]([F:28])[CH:25]=[CH:24][C:23]=1OB(O)O.O. (3) Given the product [O:22]1[CH2:2][CH:1]1[C:3]1[CH:4]=[C:5]([N:9]2[CH:13]=[N:12][N:11]=[N:10]2)[CH:6]=[CH:7][CH:8]=1, predict the reactants needed to synthesize it. The reactants are: [CH:1]([C:3]1[CH:4]=[C:5]([N:9]2[CH:13]=[N:12][N:11]=[N:10]2)[CH:6]=[CH:7][CH:8]=1)=[CH2:2].C1C=C(Cl)C=C(C(OO)=[O:22])C=1. (4) Given the product [C:56]([O:55][C:52](=[O:54])[CH2:53][C:3]([C:4]1[CH:9]=[CH:8][N:7]=[C:6]([C:10]2[O:14][N:13]=[C:12]([CH3:15])[CH:11]=2)[CH:5]=1)=[O:16])([CH3:59])([CH3:58])[CH3:57], predict the reactants needed to synthesize it. The reactants are: CO[C:3](=[O:16])[C:4]1[CH:9]=[CH:8][N:7]=[C:6]([C:10]2[O:14][N:13]=[C:12]([CH3:15])[CH:11]=2)[CH:5]=1.COC(=O)C1C=CN=C(I)C=1.C[Si](C#C)(C)C.C([O-])([O-])=O.[K+].[K+].C1C(=O)N(Cl)C(=O)C1.C(=NO)C.[C:52]([O:55][C:56]([CH3:59])([CH3:58])[CH3:57])(=[O:54])[CH3:53].[Li]. (5) Given the product [C:1]([O:9][CH:10]([C@@H:12]1[CH2:16][C@H:15]([O:17][S:22]([C:21]([F:34])([F:33])[F:20])(=[O:24])=[O:23])[CH:14]([O:18][CH3:19])[O:13]1)[CH3:11])(=[O:8])[C:2]1[CH:3]=[CH:4][CH:5]=[CH:6][CH:7]=1, predict the reactants needed to synthesize it. The reactants are: [C:1]([O:9][CH:10]([C@@H:12]1[CH2:16][C@H:15]([OH:17])[CH:14]([O:18][CH3:19])[O:13]1)[CH3:11])(=[O:8])[C:2]1[CH:7]=[CH:6][CH:5]=[CH:4][CH:3]=1.[F:20][C:21]([F:34])([F:33])[S:22](O[S:22]([C:21]([F:34])([F:33])[F:20])(=[O:24])=[O:23])(=[O:24])=[O:23].